From a dataset of Peptide-MHC class I binding affinity with 185,985 pairs from IEDB/IMGT. Regression. Given a peptide amino acid sequence and an MHC pseudo amino acid sequence, predict their binding affinity value. This is MHC class I binding data. The peptide sequence is HFINEQGESII. The MHC is HLA-A30:02 with pseudo-sequence HLA-A30:02. The binding affinity (normalized) is 0.